This data is from HIV replication inhibition screening data with 41,000+ compounds from the AIDS Antiviral Screen. The task is: Binary Classification. Given a drug SMILES string, predict its activity (active/inactive) in a high-throughput screening assay against a specified biological target. (1) The compound is Cc1ccc(N2C=Nn3c(nc4sc5c(c4c3=O)CCCC5)C2)cc1. The result is 0 (inactive). (2) The compound is CN(C)CCCNC(=O)c1c(O)c2ccccc2n(C)c1=O.Cl. The result is 0 (inactive). (3) The drug is CC1=NN2C(c3ccc(Cl)cc3)=CSC2=NC(C)(C)C1. The result is 0 (inactive). (4) The molecule is CCC[CH-][N+](=O)C1CC(n2cc(C)c(=O)[nH]c2=O)OC1CO[Si](C)(C)C(C)(C)C. The result is 0 (inactive).